Task: Regression. Given two drug SMILES strings and cell line genomic features, predict the synergy score measuring deviation from expected non-interaction effect.. Dataset: NCI-60 drug combinations with 297,098 pairs across 59 cell lines (1) Drug 1: CC1=C2C(C(=O)C3(C(CC4C(C3C(C(C2(C)C)(CC1OC(=O)C(C(C5=CC=CC=C5)NC(=O)OC(C)(C)C)O)O)OC(=O)C6=CC=CC=C6)(CO4)OC(=O)C)OC)C)OC. Drug 2: CC1=C(N=C(N=C1N)C(CC(=O)N)NCC(C(=O)N)N)C(=O)NC(C(C2=CN=CN2)OC3C(C(C(C(O3)CO)O)O)OC4C(C(C(C(O4)CO)O)OC(=O)N)O)C(=O)NC(C)C(C(C)C(=O)NC(C(C)O)C(=O)NCCC5=NC(=CS5)C6=NC(=CS6)C(=O)NCCC[S+](C)C)O. Cell line: ACHN. Synergy scores: CSS=34.8, Synergy_ZIP=-12.5, Synergy_Bliss=-14.1, Synergy_Loewe=-7.77, Synergy_HSA=-5.81. (2) Drug 1: CC1=C(C(=O)C2=C(C1=O)N3CC4C(C3(C2COC(=O)N)OC)N4)N. Drug 2: C1C(C(OC1N2C=NC3=C2NC=NCC3O)CO)O. Cell line: NCI/ADR-RES. Synergy scores: CSS=-10.1, Synergy_ZIP=3.40, Synergy_Bliss=-2.91, Synergy_Loewe=-10.8, Synergy_HSA=-11.5.